From a dataset of Catalyst prediction with 721,799 reactions and 888 catalyst types from USPTO. Predict which catalyst facilitates the given reaction. (1) Reactant: Cl[CH2:2][CH2:3][CH2:4][N:5]1[C:14]2[C:9](=[CH:10][C:11]([CH3:16])=[C:12]([F:15])[CH:13]=2)[CH2:8][CH2:7][C:6]1=[O:17].[CH2:18]([CH:22]1[CH2:27][CH2:26][NH:25][CH2:24][CH2:23]1)[CH2:19][CH2:20][CH3:21].[Na+].[I-].C([O-])([O-])=O.[K+].[K+]. Product: [CH2:18]([CH:22]1[CH2:27][CH2:26][N:25]([CH2:2][CH2:3][CH2:4][N:5]2[C:14]3[C:9](=[CH:10][C:11]([CH3:16])=[C:12]([F:15])[CH:13]=3)[CH2:8][CH2:7][C:6]2=[O:17])[CH2:24][CH2:23]1)[CH2:19][CH2:20][CH3:21]. The catalyst class is: 23. (2) Reactant: C1C(=O)N([Br:8])C(=O)C1.CC(N=NC(C#N)(C)C)(C#N)C.[CH3:21][C:22]1[CH:23]=[C:24]([C:31]2[CH:36]=[CH:35][CH:34]=[CH:33][CH:32]=2)[CH:25]=[C:26]([N+:28]([O-:30])=[O:29])[CH:27]=1. Product: [Br:8][CH2:21][C:22]1[CH:23]=[C:24]([C:31]2[CH:32]=[CH:33][CH:34]=[CH:35][CH:36]=2)[CH:25]=[C:26]([N+:28]([O-:30])=[O:29])[CH:27]=1. The catalyst class is: 53. (3) Reactant: [CH2:1]([O:8][C:9]1[CH:26]=[CH:25][C:24]2[C@@H:23]3[C@H:14]([C@H:15]4[C@@:19]([CH2:21][C@@H:22]3[F:27])([CH3:20])[C:18](=[O:28])[CH2:17][CH2:16]4)[C@H:13]([CH2:29][CH2:30][CH2:31][CH2:32]Cl)[CH2:12][C:11]=2[CH:10]=1)[C:2]1[CH:7]=[CH:6][CH:5]=[CH:4][CH:3]=1.[I-].[Na+].[CH2:36]([NH2:41])[CH2:37][CH2:38][CH2:39][CH3:40]. Product: [CH2:29]([C@@H:13]1[CH2:12][C:11]2[CH:10]=[C:9]([O:8][CH2:1][C:2]3[CH:7]=[CH:6][CH:5]=[CH:4][CH:3]=3)[CH:26]=[CH:25][C:24]=2[C@@H:23]2[C@@H:14]1[C@H:15]1[C@@:19]([CH2:21][C@@H:22]2[F:27])([CH3:20])[C:18](=[O:28])[CH2:17][CH2:16]1)[CH2:30][CH2:31][CH2:32][NH:41][CH2:36][CH2:37][CH2:38][CH2:39][CH3:40]. The catalyst class is: 9. (4) Reactant: [NH2:1][C:2]([NH2:4])=[S:3].[CH2:5]([O:7][C:8]([C:10]1[C:15]([CH2:16][Br:17])=[N:14][CH:13]=[CH:12][N:11]=1)=[O:9])[CH3:6]. Product: [BrH:17].[CH2:5]([O:7][C:8]([C:10]1[C:15]([CH2:16][S:3][C:2](=[NH:4])[NH2:1])=[N:14][CH:13]=[CH:12][N:11]=1)=[O:9])[CH3:6]. The catalyst class is: 7. (5) Reactant: [Br:1][C:2]1[CH:11]=[C:10]2[C:5]([CH:6]=[CH:7][N:8]=[C:9]2[OH:12])=[CH:4][CH:3]=1.C[CH:14](Br)[C:15]1[CH:20]=[CH:19][C:18]([F:21])=[CH:17][CH:16]=1.C(=O)([O-])[O-].[Cs+].[Cs+]. Product: [Br:1][C:2]1[CH:11]=[C:10]2[C:5]([CH:6]=[CH:7][N:8]([CH2:14][C:15]3[CH:20]=[CH:19][C:18]([F:21])=[CH:17][CH:16]=3)[C:9]2=[O:12])=[CH:4][CH:3]=1. The catalyst class is: 9. (6) Reactant: CS[C:3](SC)=[C:4]1[C:13](=[O:14])[C:12]([CH2:16][CH2:17][CH2:18][CH:19]2[CH2:24][CH2:23][CH2:22][CH2:21][CH2:20]2)([CH3:15])[C:11]2[C:6](=[CH:7][CH:8]=[CH:9][CH:10]=2)[C:5]1=[O:25].[NH2:28][C:29]1[CH:34]=[CH:33][CH:32]=[CH:31][C:30]=1[S:35]([NH2:38])(=[O:37])=[O:36]. Product: [CH:19]1([CH2:18][CH2:17][CH2:16][C:12]2([CH3:15])[C:11]3[C:6](=[CH:7][CH:8]=[CH:9][CH:10]=3)[C:5]([OH:25])=[C:4]([C:3]3[NH:28][C:29]4[CH:34]=[CH:33][CH:32]=[CH:31][C:30]=4[S:35](=[O:36])(=[O:37])[N:38]=3)[C:13]2=[O:14])[CH2:24][CH2:23][CH2:22][CH2:21][CH2:20]1. The catalyst class is: 11. (7) Reactant: [C:1]([O:8][CH3:9])(=[O:7])/[CH:2]=[CH:3]/[C:4]([OH:6])=[O:5].Cl[CH2:11][C:12]([N:14]1[CH2:19][CH2:18][O:17][CH2:16][CH2:15]1)=[O:13].C(=O)([O-])O.[Cs+]. Product: [C:1]([O:8][CH3:9])(=[O:7])/[CH:2]=[CH:3]/[C:4]([O:6][CH2:11][C:12]([N:14]1[CH2:19][CH2:18][O:17][CH2:16][CH2:15]1)=[O:13])=[O:5]. The catalyst class is: 37. (8) Product: [CH2:1]([N:3]([CH2:4][CH3:5])[C:17](=[O:27])[C:18]1[CH:26]=[CH:25][C:21]([C:22]([NH:14][CH2:13][CH2:12][C:11]2[CH:15]=[CH:16][C:8]([O:7][CH3:6])=[CH:9][CH:10]=2)=[O:23])=[CH:20][CH:19]=1)[CH3:2]. The catalyst class is: 4. Reactant: [CH2:1]([NH:3][CH2:4][CH3:5])[CH3:2].[CH3:6][O:7][C:8]1[CH:16]=[CH:15][C:11]([CH2:12][CH2:13][NH2:14])=[CH:10][CH:9]=1.[C:17](Cl)(=[O:27])[C:18]1[CH:26]=[CH:25][C:21]([C:22](Cl)=[O:23])=[CH:20][CH:19]=1.C(=O)([O-])O.[Na+]. (9) Reactant: C([O:5][C:6](=[O:21])[C:7]1[CH:12]=[CH:11][CH:10]=[C:9]([NH:13][CH2:14][C:15]2[CH:20]=[CH:19][CH:18]=[CH:17][CH:16]=2)[CH:8]=1)(C)(C)C. Product: [CH2:14]([NH:13][C:9]1[CH:8]=[C:7]([CH:12]=[CH:11][CH:10]=1)[C:6]([OH:21])=[O:5])[C:15]1[CH:16]=[CH:17][CH:18]=[CH:19][CH:20]=1. The catalyst class is: 330.